Dataset: Reaction yield outcomes from USPTO patents with 853,638 reactions. Task: Predict the reaction yield, written as a fraction of the theoretical maximum amount of product (1.0 means a 100% yield; for example, 0.34 means a 34% yield). (1) The reactants are [CH3:1][C:2]1[C:3]([C:8]#[N:9])=[N:4][CH:5]=[CH:6][CH:7]=1.C1C(=O)N([Br:17])C(=O)C1.C(OOC(=O)C1C=CC=CC=1)(=O)C1C=CC=CC=1. The catalyst is C(Cl)(Cl)(Cl)Cl. The product is [Br:17][CH2:1][C:2]1[C:3]([C:8]#[N:9])=[N:4][CH:5]=[CH:6][CH:7]=1. The yield is 0.480. (2) The reactants are CN(C(ON1N=NC2C=CC=NC1=2)=[N+](C)C)C.F[P-](F)(F)(F)(F)F.[CH3:25][C:26]1[C:34]2[C:33]([NH:35][C:36]3[C:37]([O:42][CH:43]4[CH2:48][CH2:47][O:46][CH2:45][CH2:44]4)=[N:38][CH:39]=[CH:40][CH:41]=3)=[N:32][CH:31]=[N:30][C:29]=2[S:28][C:27]=1[C:49](O)=[O:50].CCN(C(C)C)C(C)C.[NH2:61][CH2:62][CH2:63][N:64]1[CH2:68][CH2:67][CH2:66][CH2:65]1. The catalyst is CN(C=O)C. The product is [CH3:25][C:26]1[C:34]2[C:33]([NH:35][C:36]3[C:37]([O:42][CH:43]4[CH2:44][CH2:45][O:46][CH2:47][CH2:48]4)=[N:38][CH:39]=[CH:40][CH:41]=3)=[N:32][CH:31]=[N:30][C:29]=2[S:28][C:27]=1[C:49]([NH:61][CH2:62][CH2:63][N:64]1[CH2:68][CH2:67][CH2:66][CH2:65]1)=[O:50]. The yield is 0.420. (3) The product is [CH2:3]([O:7][CH2:9][C:10]([N:12]1[CH2:20][C:19]2[CH:18]=[N:17][C:16]([NH:21][CH:22]3[CH2:30][C:29]4[C:24](=[CH:25][CH:26]=[CH:27][CH:28]=4)[CH2:23]3)=[N:15][C:14]=2[CH2:13]1)=[O:11])[CH2:4][C:5]#[CH:6]. The reactants are [H-].[Na+].[CH2:3]([OH:7])[CH2:4][C:5]#[CH:6].Cl[CH2:9][C:10]([N:12]1[CH2:20][C:19]2[CH:18]=[N:17][C:16]([NH:21][CH:22]3[CH2:30][C:29]4[C:24](=[CH:25][CH:26]=[CH:27][CH:28]=4)[CH2:23]3)=[N:15][C:14]=2[CH2:13]1)=[O:11].C(=O)(O)[O-].[Na+]. The catalyst is O1CCCC1. The yield is 0.230. (4) The reactants are [C:1]([O:5][C:6]([N:8]1[CH2:13][CH2:12][C:11]2[NH:14][N:15]=[C:16]([OH:17])[C:10]=2[CH2:9]1)=[O:7])([CH3:4])([CH3:3])[CH3:2].[F:18][C:19]([F:38])([F:37])[S:20](N(C1C=CC=CC=1)[S:20]([C:19]([F:38])([F:37])[F:18])(=[O:22])=[O:21])(=[O:22])=[O:21]. No catalyst specified. The product is [F:18][C:19]([F:38])([F:37])[S:20]([O:17][C:16]1[C:10]2[CH2:9][N:8]([C:6]([O:5][C:1]([CH3:4])([CH3:2])[CH3:3])=[O:7])[CH2:13][CH2:12][C:11]=2[NH:14][N:15]=1)(=[O:22])=[O:21]. The yield is 0.629. (5) The reactants are Br[C:2]1[CH:7]=[CH:6][CH:5]=[CH:4][N:3]=1.C([Li])CCC.[CH:13]([C:15]1[C:23]2[O:22][C:21]([CH3:25])([CH3:24])[CH2:20][C:19]=2[C:18]([CH3:26])=[C:17]([NH:27][C:28](=[O:34])[CH2:29][C:30]([CH3:33])([CH3:32])[CH3:31])[C:16]=1[CH3:35])=[O:14].O. The catalyst is C(OCC)C.C1COCC1.CCCCCC.C(OCC)(=O)C. The product is [OH:14][CH:13]([C:2]1[CH:7]=[CH:6][CH:5]=[CH:4][N:3]=1)[C:15]1[C:23]2[O:22][C:21]([CH3:24])([CH3:25])[CH2:20][C:19]=2[C:18]([CH3:26])=[C:17]([NH:27][C:28](=[O:34])[CH2:29][C:30]([CH3:33])([CH3:32])[CH3:31])[C:16]=1[CH3:35]. The yield is 0.680.